This data is from Reaction yield outcomes from USPTO patents with 853,638 reactions. The task is: Predict the reaction yield, written as a fraction of the theoretical maximum amount of product (1.0 means a 100% yield; for example, 0.34 means a 34% yield). The product is [CH3:1][O:2][C:3](=[O:18])[CH:4]([CH2:44][CH2:43][CH2:42][C:41]([F:50])([F:40])[C:46]([F:49])([F:48])[F:47])[C:5]1[C:13]2[C:8](=[CH:9][CH:10]=[CH:11][CH:12]=2)[N:7]([C:14]([O:16][CH3:17])=[O:15])[CH:6]=1. The catalyst is O1CCCC1. The yield is 0.730. The reactants are [CH3:1][O:2][C:3](=[O:18])[CH2:4][C:5]1[C:13]2[C:8](=[CH:9][CH:10]=[CH:11][CH:12]=2)[N:7]([C:14]([O:16][CH3:17])=[O:15])[CH:6]=1.CN(C)P(=O)(N(C)C)N(C)C.C[Si]([N-][Si](C)(C)C)(C)C.[Li+].[F:40][C:41]([F:50])([C:46]([F:49])([F:48])[F:47])[CH2:42][CH2:43][CH2:44]I.